This data is from Catalyst prediction with 721,799 reactions and 888 catalyst types from USPTO. The task is: Predict which catalyst facilitates the given reaction. (1) Reactant: C[Si]([N-][Si](C)(C)C)(C)C.[Na+].[CH2:11]([O:13][CH2:14][CH2:15][NH:16][C:17](=[O:29])[C:18]1[C:23]([Si:24]([CH3:27])([CH3:26])[CH3:25])=[CH:22][CH:21]=[CH:20][C:19]=1[Cl:28])[CH3:12].[CH2:30](I)[CH3:31]. Product: [Cl:28][C:19]1[CH:20]=[CH:21][CH:22]=[C:23]([Si:24]([CH3:27])([CH3:26])[CH3:25])[C:18]=1[C:17]([N:16]([CH2:15][CH2:14][O:13][CH2:11][CH3:12])[CH2:30][CH3:31])=[O:29]. The catalyst class is: 1. (2) Reactant: [CH3:1][O:2][C:3](=[O:29])[C@H:4]([F:28])[CH:5]([NH:20]C(OC(C)(C)C)=O)[CH2:6][C:7]1[CH:12]=[CH:11][C:10]([C:13]2[CH:18]=[CH:17][CH:16]=[C:15]([Cl:19])[CH:14]=2)=[CH:9][CH:8]=1.Cl. Product: [ClH:19].[CH3:1][O:2][C:3](=[O:29])[C@H:4]([F:28])[CH:5]([NH2:20])[CH2:6][C:7]1[CH:8]=[CH:9][C:10]([C:13]2[CH:18]=[CH:17][CH:16]=[C:15]([Cl:19])[CH:14]=2)=[CH:11][CH:12]=1. The catalyst class is: 12. (3) Reactant: [Cl:1][C:2]1[CH:7]=[CH:6][C:5]([C:8]2[CH:17]=[N:16][CH:15]=[C:14]3[C:9]=2[CH:10]=[C:11]([C:18]([OH:20])=O)[CH:12]=[N:13]3)=[CH:4][CH:3]=1.C(N1C=CN=C1)([N:23]1C=CN=C1)=O.[OH-].[NH4+]. Product: [Cl:1][C:2]1[CH:7]=[CH:6][C:5]([C:8]2[CH:17]=[N:16][CH:15]=[C:14]3[C:9]=2[CH:10]=[C:11]([C:18]([NH2:23])=[O:20])[CH:12]=[N:13]3)=[CH:4][CH:3]=1. The catalyst class is: 4. (4) Reactant: Br[CH2:2][C:3]1[S:20][C:6]2[N:7]=[CH:8][N:9]=[C:10]([NH:11][CH2:12][CH2:13][C:14]3[CH:19]=[CH:18][CH:17]=[CH:16][CH:15]=3)[C:5]=2[CH:4]=1.[CH3:21][O-:22].[Na+].O. Product: [CH3:21][O:22][CH2:2][C:3]1[S:20][C:6]2[N:7]=[CH:8][N:9]=[C:10]([NH:11][CH2:12][CH2:13][C:14]3[CH:19]=[CH:18][CH:17]=[CH:16][CH:15]=3)[C:5]=2[CH:4]=1. The catalyst class is: 5.